Dataset: Full USPTO retrosynthesis dataset with 1.9M reactions from patents (1976-2016). Task: Predict the reactants needed to synthesize the given product. Given the product [CH3:70][N:43]([CH3:42])[C:44]1[N:49]=[CH:48][C:47]([C:50]2[N:51]=[C:52]([CH2:67][CH3:68])[C:53]([NH:58][C@H:59]3[C@@H:63]([O:64][CH2:65][CH3:66])[CH2:62][N:61]([C:25]4[CH:24]=[CH:29][CH:28]=[CH:27][N:26]=4)[CH2:60]3)=[N:54][C:55]=2[CH2:56][CH3:57])=[C:46]([CH3:69])[CH:45]=1, predict the reactants needed to synthesize it. The reactants are: C(O[C@H]1CN(C2N=CC=CN=2)C[C@H]1NC1C(CC)=NC([C:24]2[C:25](C)=[N:26][C:27](OC)=[CH:28][CH:29]=2)=C(CC)N=1)C.BrC1C=CC=CN=1.[CH3:42][N:43]([CH3:70])[C:44]1[N:49]=[CH:48][C:47]([C:50]2[N:51]=[C:52]([CH2:67][CH3:68])[C:53]([NH:58][C@H:59]3[C@@H:63]([O:64][CH2:65][CH3:66])[CH2:62][NH:61][CH2:60]3)=[N:54][C:55]=2[CH2:56][CH3:57])=[C:46]([CH3:69])[CH:45]=1.